Dataset: Forward reaction prediction with 1.9M reactions from USPTO patents (1976-2016). Task: Predict the product of the given reaction. (1) The product is: [C:18]1([CH:7]([C:1]2[CH:2]=[CH:3][CH:4]=[CH:5][CH:6]=2)[NH:8][C:9]([N:32]2[CH2:33][CH2:34][C:24](=[C:25]([C:26]3[CH:27]=[CH:20][CH:19]=[CH:18][CH:7]=3)[C:1]3[CH:6]=[CH:5][CH:4]=[CH:3][CH:2]=3)[CH2:30][CH2:31]2)=[O:11])[CH:19]=[CH:20][CH:21]=[CH:22][CH:23]=1. Given the reactants [C:1]1([CH:7]([C:18]2[CH:23]=[CH:22][CH:21]=[CH:20][CH:19]=2)[N:8](C2C=CC=CC=2)[C:9](=[O:11])[O-])[CH:6]=[CH:5][CH:4]=[CH:3][CH:2]=1.[CH2:24]1[CH2:34][CH2:33][N:32]2[C:27](=NC[CH2:30][CH2:31]2)[CH2:26][CH2:25]1, predict the reaction product. (2) Given the reactants CCCC[Sn](OC(C)=O)(CCCC)CCCC.O=C1O[C@H]([C@H](CO)O)C([O-])=C1O.[Na+].[C:31]([C:33]1[CH:38]=[CH:37][C:36]([S:39]([NH:42][CH2:43][C:44]2[CH:58]=[CH:57][C:47]([C:48]([NH:50][C:51]3[CH:52]=[N:53][CH:54]=[CH:55][CH:56]=3)=[O:49])=[CH:46][CH:45]=2)(=[O:41])=[O:40])=[CH:35][CH:34]=1)#[CH:32].[CH2:59]([N:66]=[N+:67]=[N-:68])[C:60]1[CH:65]=[CH:64][CH:63]=[CH:62][CH:61]=1, predict the reaction product. The product is: [CH2:59]([N:66]1[CH:32]=[C:31]([C:33]2[CH:34]=[CH:35][C:36]([S:39]([NH:42][CH2:43][C:44]3[CH:58]=[CH:57][C:47]([C:48]([NH:50][C:51]4[CH:52]=[N:53][CH:54]=[CH:55][CH:56]=4)=[O:49])=[CH:46][CH:45]=3)(=[O:41])=[O:40])=[CH:37][CH:38]=2)[N:68]=[N:67]1)[C:60]1[CH:65]=[CH:64][CH:63]=[CH:62][CH:61]=1. (3) The product is: [Br:20][C:5]1[C:6]([NH:9][C@@H:10]2[C@@H:15]3[CH2:16][C@@H:12]([CH:13]=[CH:14]3)[C@@H:11]2[C:17]([NH2:19])=[O:18])=[C:7]2[N:8]=[C:27]([C:25]3[CH:24]=[N:23][N:22]([CH3:21])[CH:26]=3)[NH:1][C:2]2=[N:3][CH:4]=1. Given the reactants [NH2:1][C:2]1[C:7]([NH2:8])=[C:6]([NH:9][C@@H:10]2[C@@H:15]3[CH2:16][C@@H:12]([CH:13]=[CH:14]3)[C@@H:11]2[C:17]([NH2:19])=[O:18])[C:5]([Br:20])=[CH:4][N:3]=1.[CH3:21][N:22]1[CH:26]=[C:25]([CH:27]=O)[CH:24]=[N:23]1, predict the reaction product. (4) Given the reactants CC(C)([O-])C.[K+].[CH:7]([C:9]1[C:13]([CH3:14])=[C:12]([CH3:15])[NH:11][C:10]=1[C:16]([O:18][CH3:19])=[O:17])=[O:8].[CH3:20][C@H:21]1[CH2:23][C@@H:22]1[CH2:24]Br.O, predict the reaction product. The product is: [CH:7]([C:9]1[C:13]([CH3:14])=[C:12]([CH3:15])[N:11]([CH2:20][C@H:21]2[CH2:23][C@@H:22]2[CH3:24])[C:10]=1[C:16]([O:18][CH3:19])=[O:17])=[O:8]. (5) Given the reactants [CH:1]([C:3]1[NH:7][C:6]([CH3:8])=[C:5]([C:9]([OH:11])=O)[C:4]=1[CH3:12])=[O:2].[NH2:13][CH2:14][CH2:15][N:16]1[CH2:20][CH2:19][CH2:18][CH2:17]1, predict the reaction product. The product is: [N:16]1([CH2:15][CH2:14][NH:13][C:9]([C:5]2[C:4]([CH3:12])=[C:3]([CH:1]=[O:2])[NH:7][C:6]=2[CH3:8])=[O:11])[CH2:20][CH2:19][CH2:18][CH2:17]1. (6) Given the reactants [C:9](O[C:9]([O:11][C:12]([CH3:15])([CH3:14])[CH3:13])=[O:10])([O:11][C:12]([CH3:15])([CH3:14])[CH3:13])=[O:10].[Cl:16][C:17]1[CH:25]=[C:24]2[C:20]([CH:21]=[CH:22][NH:23]2)=[CH:19][CH:18]=1, predict the reaction product. The product is: [C:12]([O:11][C:9]([N:23]1[C:24]2[C:20](=[CH:19][CH:18]=[C:17]([Cl:16])[CH:25]=2)[CH:21]=[CH:22]1)=[O:10])([CH3:13])([CH3:14])[CH3:15].